Task: Predict the product of the given reaction.. Dataset: Forward reaction prediction with 1.9M reactions from USPTO patents (1976-2016) (1) Given the reactants [CH3:1][O:2][C:3]1[CH:4]=[C:5]([CH2:17][CH2:18][NH2:19])[CH:6]=[CH:7][C:8]=1[O:9][CH2:10][C:11]1[CH:16]=[CH:15][CH:14]=[CH:13][CH:12]=1.C(N(CC)CC)C.O1CCCC1.[CH:32]1[C:41]2[CH2:40][CH2:39][CH2:38][CH2:37][C:36]=2[CH:35]=[CH:34][C:33]=1[CH2:42][C:43](Cl)=[O:44], predict the reaction product. The product is: [CH2:10]([O:9][C:8]1[CH:7]=[CH:6][C:5]([CH2:17][CH2:18][NH:19][C:43](=[O:44])[CH2:42][C:33]2[CH:34]=[CH:35][C:36]3[CH2:37][CH2:38][CH2:39][CH2:40][C:41]=3[CH:32]=2)=[CH:4][C:3]=1[O:2][CH3:1])[C:11]1[CH:12]=[CH:13][CH:14]=[CH:15][CH:16]=1. (2) Given the reactants [C:1]([O:5][C:6]([N:8]1[CH2:13][CH2:12][C:11]([OH:20])([C:14]#[C:15][Si](C)(C)C)[CH2:10][CH2:9]1)=[O:7])([CH3:4])([CH3:3])[CH3:2].C(=O)([O-])[O-].[K+].[K+], predict the reaction product. The product is: [C:1]([O:5][C:6]([N:8]1[CH2:13][CH2:12][C:11]([C:14]#[CH:15])([OH:20])[CH2:10][CH2:9]1)=[O:7])([CH3:4])([CH3:3])[CH3:2]. (3) Given the reactants [N+:1]([CH2:4][CH2:5][C:6]1[C:14]2[C:13]([C:15]([O:17]C)=O)=[CH:12][CH:11]=[CH:10][C:9]=2[NH:8][CH:7]=1)([O-])=O.Cl, predict the reaction product. The product is: [NH:8]1[C:9]2[CH:10]=[CH:11][CH:12]=[C:13]3[C:15](=[O:17])[NH:1][CH2:4][CH2:5][C:6]([C:14]=23)=[CH:7]1. (4) Given the reactants [CH3:1][O:2][C:3]1[CH:4]=[C:5]([CH:10]=[CH:11][CH:12]=1)[CH2:6][N:7]([CH3:9])[CH3:8].C([Li])CCC.[CH3:18][S:19]SC.O, predict the reaction product. The product is: [CH3:18][S:19][C:4]1[C:3]([O:2][CH3:1])=[CH:12][CH:11]=[CH:10][C:5]=1[CH2:6][N:7]([CH3:9])[CH3:8]. (5) Given the reactants [H-].[Na+].FC(F)(F)[C:5]([N:7]([CH2:9][CH2:10][C:11]1[CH:20]=[CH:19][C:14]([C:15]([O:17][CH3:18])=[O:16])=[CH:13][CH:12]=1)C)=O.O.Cl, predict the reaction product. The product is: [CH3:5][NH:7][CH2:9][CH2:10][C:11]1[CH:20]=[CH:19][C:14]([C:15]([O:17][CH3:18])=[O:16])=[CH:13][CH:12]=1. (6) Given the reactants N1C=CC=CC=1C(O)=O.P([O-])([O-])([O-])=O.[K+].[K+].[K+].[Br:18][C:19]1[CH:20]=[CH:21][C:22](F)=[C:23]([CH:26]=1)[C:24]#[N:25].[O:28]=[S:29]1(=[O:48])[CH2:34][CH2:33][N:32]2[CH:35]3[CH2:40][CH2:39][C:38]([C:41]4[CH:46]=[CH:45][C:44]([OH:47])=[CH:43][CH:42]=4)([C:31]2=[N:30]1)[CH2:37][CH2:36]3, predict the reaction product. The product is: [Br:18][C:19]1[CH:20]=[CH:21][C:22]([O:47][C:44]2[CH:45]=[CH:46][C:41]([C:38]34[CH2:39][CH2:40][CH:35]([N:32]5[CH2:33][CH2:34][S:29](=[O:48])(=[O:28])[N:30]=[C:31]53)[CH2:36][CH2:37]4)=[CH:42][CH:43]=2)=[C:23]([CH:26]=1)[C:24]#[N:25]. (7) Given the reactants CS(O[CH2:6][CH2:7][CH2:8][CH2:9][NH:10][C:11](=[O:28])[CH2:12][CH2:13][C:14]1[CH:19]=[CH:18][CH:17]=[CH:16][C:15]=1[S:20][C:21]1[CH:26]=[CH:25][C:24]([Cl:27])=[CH:23][CH:22]=1)(=O)=O.Cl.[CH3:30][NH2:31], predict the reaction product. The product is: [Cl:27][C:24]1[CH:25]=[CH:26][C:21]([S:20][C:15]2[CH:16]=[CH:17][CH:18]=[CH:19][C:14]=2[CH2:13][CH2:12][C:11]([NH:10][CH2:9][CH2:8][CH2:7][CH2:6][NH:31][CH3:30])=[O:28])=[CH:22][CH:23]=1. (8) The product is: [Cl:12][C:9]1[CH:10]=[CH:11][C:6]([C:5]([OH:33])=[O:4])=[CH:7][C:8]=1[NH:13][C:14]([C:16]1[C:31](=[O:32])[NH:30][C:19]2[N:20]=[C:21]([N:24]3[CH2:29][CH2:28][CH2:27][CH2:26][CH2:25]3)[N:22]=[CH:23][C:18]=2[CH:17]=1)=[O:15]. Given the reactants [OH-].[Na+].C[O:4][C:5](=[O:33])[C:6]1[CH:11]=[CH:10][C:9]([Cl:12])=[C:8]([NH:13][C:14]([C:16]2[C:31](=[O:32])[NH:30][C:19]3[N:20]=[C:21]([N:24]4[CH2:29][CH2:28][CH2:27][CH2:26][CH2:25]4)[N:22]=[CH:23][C:18]=3[CH:17]=2)=[O:15])[CH:7]=1, predict the reaction product.